This data is from Full USPTO retrosynthesis dataset with 1.9M reactions from patents (1976-2016). The task is: Predict the reactants needed to synthesize the given product. (1) Given the product [NH2:12][C:11]1[C:2]([CH3:1])=[C:3]([CH:8]=[CH:9][CH:10]=1)[C:4]([O:6][CH3:7])=[O:5], predict the reactants needed to synthesize it. The reactants are: [CH3:1][C:2]1[C:11]([N+:12]([O-])=O)=[CH:10][CH:9]=[CH:8][C:3]=1[C:4]([O:6][CH3:7])=[O:5].[Cl-].[NH4+]. (2) Given the product [C:1]([O:5][C:6](=[O:22])[CH2:7][CH2:8][O:9][CH2:10][CH2:11][O:12][CH2:13][CH2:14][O:15][CH2:16][CH2:17][O:18][CH2:19][CH2:20][Br:24])([CH3:4])([CH3:3])[CH3:2], predict the reactants needed to synthesize it. The reactants are: [C:1]([O:5][C:6](=[O:22])[CH2:7][CH2:8][O:9][CH2:10][CH2:11][O:12][CH2:13][CH2:14][O:15][CH2:16][CH2:17][O:18][CH2:19][CH2:20]O)([CH3:4])([CH3:3])[CH3:2].P(Br)(Br)[Br:24].O. (3) Given the product [F:33][CH:31]([F:32])[O:30][C:8]1[C:7]2[C:12](=[C:13]([F:16])[CH:14]=[CH:15][C:6]=2[O:5][CH2:4][C:3]([OH:34])=[O:2])[N:11]=[C:10]([CH2:17][CH3:18])[C:9]=1[CH2:19][C:20]1[CH:25]=[CH:24][C:23]([S:26]([CH3:29])(=[O:28])=[O:27])=[CH:22][CH:21]=1, predict the reactants needed to synthesize it. The reactants are: C[O:2][C:3](=[O:34])[CH2:4][O:5][C:6]1[CH:15]=[CH:14][C:13]([F:16])=[C:12]2[C:7]=1[C:8]([O:30][CH:31]([F:33])[F:32])=[C:9]([CH2:19][C:20]1[CH:25]=[CH:24][C:23]([S:26]([CH3:29])(=[O:28])=[O:27])=[CH:22][CH:21]=1)[C:10]([CH2:17][CH3:18])=[N:11]2.CO.[OH-].[Li+].O. (4) Given the product [CH:1]1([N:13]2[CH2:18][CH2:17][CH:16]([N:19]3[C:23]4[CH:24]=[CH:25][CH:26]=[CH:27][C:22]=4[N:21]([CH2:32][C:33]([O:35][CH2:36][CH3:37])=[O:34])[C:20]3=[O:28])[CH2:15][CH2:14]2)[C:11]2=[C:12]3[C:7](=[CH:8][CH:9]=[CH:10]2)[CH:6]=[CH:5][CH:4]=[C:3]3[CH2:2]1, predict the reactants needed to synthesize it. The reactants are: [CH:1]1([N:13]2[CH2:18][CH2:17][CH:16]([N:19]3[C:23]4[CH:24]=[CH:25][CH:26]=[CH:27][C:22]=4[NH:21][C:20]3=[O:28])[CH2:15][CH2:14]2)[C:11]2=[C:12]3[C:7](=[CH:8][CH:9]=[CH:10]2)[CH:6]=[CH:5][CH:4]=[C:3]3[CH2:2]1.[H-].[Na+].Br[CH2:32][C:33]([O:35][CH2:36][CH3:37])=[O:34].O. (5) Given the product [CH3:80][C:52]([CH2:53][CH2:54][CH:55]=[C:56]([CH3:79])[CH2:57][CH2:58][CH:59]=[C:60]([CH3:78])[CH2:61][CH2:62][CH:63]=[C:64]([CH3:76])[CH2:65][CH2:66][CH:67]=[C:68]([CH3:75])[CH2:69][CH2:70][CH:71]=[C:72]([CH3:74])[CH3:73])=[CH:51][CH2:50][OH:49], predict the reactants needed to synthesize it. The reactants are: S1CCCCS1.BrCC(C)=CCCC(C)=CCCC(C)=CCOC(=O)C.CC(OI1(OC(C)=O)(OC(C)=O)OC(=O)C2C=CC=CC1=2)=O.[OH:49][CH2:50][CH:51]=[C:52]([CH3:80])[CH2:53][CH2:54][CH:55]=[C:56]([CH3:79])[CH2:57][CH2:58][CH:59]=[C:60]([CH3:78])[CH2:61][C:62](=O)[CH:63]=[C:64]([CH3:76])[CH2:65][CH2:66][CH:67]=[C:68]([CH3:75])[CH2:69][CH2:70][CH:71]=[C:72]([CH3:74])[CH3:73].NN.[OH-].[K+].Cl. (6) Given the product [N:19]1[N:20]=[CH:21][N:1]([CH:2]2[C@@H:7]3[C@H:3]2[CH2:4][N:5]([C:8]([O:10][C:11]([CH3:14])([CH3:13])[CH3:12])=[O:9])[CH2:6]3)[CH:18]=1, predict the reactants needed to synthesize it. The reactants are: [NH2:1][CH:2]1[C@@H:7]2[C@H:3]1[CH2:4][N:5]([C:8]([O:10][C:11]([CH3:14])([CH3:13])[CH3:12])=[O:9])[CH2:6]2.CN([CH:18]=[N:19][N:20]=[CH:21]N(C)C)C.C1(C)C=CC(S(O)(=O)=O)=CC=1. (7) Given the product [CH3:27][N:22]1[CH2:21][CH2:20][N:19]([C:16]2[CH:15]=[CH:14][C:13]3[NH:12][CH:11]=[C:10]4[C:25](=[O:26])[N:7]([C:1]5[CH:6]=[CH:5][CH:4]=[CH:3][CH:2]=5)[N:8]=[C:9]4[C:18]=3[N:17]=2)[CH2:24][CH2:23]1, predict the reactants needed to synthesize it. The reactants are: [C:1]1([N:7]2[C:25](=[O:26])[C:10]3=[CH:11][NH:12][C:13]4[CH:14]=[CH:15][C:16]([N:19]5[CH2:24][CH2:23][NH:22][CH2:21][CH2:20]5)=[N:17][C:18]=4[C:9]3=[N:8]2)[CH:6]=[CH:5][CH:4]=[CH:3][CH:2]=1.[CH3:27]N1CCNCC1. (8) Given the product [CH3:38][C:23]1[C:24]([C:32]2[CH:37]=[CH:36][CH:35]=[CH:34][N:33]=2)=[N:25][C:26]2[C:31]([C:22]=1[N:15]1[C:9]3[C:10](=[N:11][CH:12]=[C:7]([N:4]4[CH2:5][CH2:6][O:1][CH2:2][CH2:3]4)[CH:8]=3)[C:13]3([CH2:20][CH2:19][O:18][CH2:17][CH2:16]3)[CH2:14]1)=[CH:30][CH:29]=[CH:28][N:27]=2, predict the reactants needed to synthesize it. The reactants are: [O:1]1[CH2:6][CH2:5][N:4]([C:7]2[CH:8]=[C:9]3[NH:15][CH2:14][C:13]4([CH2:20][CH2:19][O:18][CH2:17][CH2:16]4)[C:10]3=[N:11][CH:12]=2)[CH2:3][CH2:2]1.Cl[C:22]1[C:31]2[C:26](=[N:27][CH:28]=[CH:29][CH:30]=2)[N:25]=[C:24]([C:32]2[CH:37]=[CH:36][CH:35]=[CH:34][N:33]=2)[C:23]=1[CH3:38].CC(C)([O-])C.[Na+].